This data is from Peptide-MHC class I binding affinity with 185,985 pairs from IEDB/IMGT. The task is: Regression. Given a peptide amino acid sequence and an MHC pseudo amino acid sequence, predict their binding affinity value. This is MHC class I binding data. (1) The peptide sequence is YIIRRSGCRI. The MHC is HLA-A02:01 with pseudo-sequence HLA-A02:01. The binding affinity (normalized) is 0.0138. (2) The peptide sequence is ELLEMKYALI. The MHC is HLA-A02:03 with pseudo-sequence HLA-A02:03. The binding affinity (normalized) is 0.422. (3) The peptide sequence is YTVRGTGKY. The MHC is HLA-A02:12 with pseudo-sequence HLA-A02:12. The binding affinity (normalized) is 0.0847. (4) The peptide sequence is MMTGDTYTA. The MHC is HLA-A02:01 with pseudo-sequence HLA-A02:01. The binding affinity (normalized) is 0.610. (5) The peptide sequence is FALLAGFMAY. The binding affinity (normalized) is 0.761. The MHC is HLA-B35:01 with pseudo-sequence HLA-B35:01. (6) The peptide sequence is ALPPRAYAM. The MHC is HLA-B54:01 with pseudo-sequence HLA-B54:01. The binding affinity (normalized) is 0. (7) The peptide sequence is DIIRAHPWF. The MHC is HLA-A01:01 with pseudo-sequence HLA-A01:01. The binding affinity (normalized) is 0.0847. (8) The peptide sequence is LLKTRFRGL. The MHC is HLA-A03:01 with pseudo-sequence HLA-A03:01. The binding affinity (normalized) is 0.0847.